From a dataset of Reaction yield outcomes from USPTO patents with 853,638 reactions. Predict the reaction yield, written as a fraction of the theoretical maximum amount of product (1.0 means a 100% yield; for example, 0.34 means a 34% yield). (1) The reactants are [CH3:1][C:2]1([CH3:25])[C:6](=N)[N:5]([C:8]2[CH:15]=[CH:14][C:11]([C:12]#[N:13])=[C:10]([C:16]([F:19])([F:18])[F:17])[CH:9]=2)[C:4](=[S:20])[N:3]1[CH2:21][CH2:22][CH2:23][OH:24].Cl.C[OH:28]. No catalyst specified. The product is [CH3:1][C:2]1([CH3:25])[C:6](=[O:28])[N:5]([C:8]2[CH:15]=[CH:14][C:11]([C:12]#[N:13])=[C:10]([C:16]([F:18])([F:19])[F:17])[CH:9]=2)[C:4](=[S:20])[N:3]1[CH2:21][CH2:22][CH2:23][OH:24]. The yield is 0.680. (2) The reactants are [NH2:1][C:2]1[CH:3]=[C:4]([CH:8]=[C:9]([NH2:11])[CH:10]=1)[C:5]([OH:7])=[O:6].[C:12](O[C:12]([O:14][C:15]([CH3:18])([CH3:17])[CH3:16])=[O:13])([O:14][C:15]([CH3:18])([CH3:17])[CH3:16])=[O:13].[C:27](=[O:30])(O)[O-:28].[Na+].C(O)(=O)[CH2:33][C:34]([CH2:39]C(O)=O)([C:36](O)=O)O. The catalyst is C1COCC1.O. The product is [C:34]([O:28][C:27]([NH:1][C:2]1[CH:3]=[C:4]([CH:8]=[C:9]([NH:11][C:12]([O:14][C:15]([CH3:18])([CH3:17])[CH3:16])=[O:13])[CH:10]=1)[C:5]([OH:7])=[O:6])=[O:30])([CH3:39])([CH3:36])[CH3:33]. The yield is 0.850.